The task is: Predict the reaction yield, written as a fraction of the theoretical maximum amount of product (1.0 means a 100% yield; for example, 0.34 means a 34% yield).. This data is from Reaction yield outcomes from USPTO patents with 853,638 reactions. The reactants are [N:1]1([C:12]([O:14][C:15]([CH3:18])([CH3:17])[CH3:16])=[O:13])[CH2:6][CH2:5][CH2:4][CH:3]([C:7]([O:9][CH2:10][CH3:11])=[O:8])[CH2:2]1.Br[CH2:20][CH2:21][C:22]#[N:23]. No catalyst specified. The product is [C:22]([CH2:21][CH2:20][C:3]1([C:7]([O:9][CH2:10][CH3:11])=[O:8])[CH2:4][CH2:5][CH2:6][N:1]([C:12]([O:14][C:15]([CH3:17])([CH3:16])[CH3:18])=[O:13])[CH2:2]1)#[N:23]. The yield is 0.320.